This data is from Forward reaction prediction with 1.9M reactions from USPTO patents (1976-2016). The task is: Predict the product of the given reaction. (1) Given the reactants [I:1][C:2]1[C:10]([CH3:11])=[CH:9][CH:8]=[CH:7][C:3]=1[C:4]([OH:6])=O.Cl.[CH2:13]([O:15][C:16]([C:18]1([NH2:29])[CH2:26][C:25]2[C:20](=[C:21]([F:28])[CH:22]=[CH:23][C:24]=2[F:27])[CH2:19]1)=[O:17])[CH3:14].CN(C(ON1N=NC2C=CC=NC1=2)=[N+](C)C)C.F[P-](F)(F)(F)(F)F.CCN(C(C)C)C(C)C, predict the reaction product. The product is: [CH2:13]([O:15][C:16]([C:18]1([NH:29][C:4](=[O:6])[C:3]2[CH:7]=[CH:8][CH:9]=[C:10]([CH3:11])[C:2]=2[I:1])[CH2:26][C:25]2[C:20](=[C:21]([F:28])[CH:22]=[CH:23][C:24]=2[F:27])[CH2:19]1)=[O:17])[CH3:14]. (2) Given the reactants [F:1][C:2]1[CH:7]=[C:6]([F:8])[CH:5]=[CH:4][C:3]=1[CH2:9][C:10](Cl)=[O:11].[NH:13]([C:15]([O:17][C:18]([CH3:21])([CH3:20])[CH3:19])=[O:16])[NH2:14].CCN(C(C)C)C(C)C, predict the reaction product. The product is: [F:1][C:2]1[CH:7]=[C:6]([F:8])[CH:5]=[CH:4][C:3]=1[CH2:9][C:10]([NH:14][NH:13][C:15]([O:17][C:18]([CH3:21])([CH3:20])[CH3:19])=[O:16])=[O:11]. (3) The product is: [C:1]([O:5][C:6](=[O:15])[NH:7][C:8]1[S:9][CH:10]=[C:11]([CH2:13][N:27]2[CH2:28][CH2:29][CH:24]([C:22](=[O:23])[NH:21][CH:16]3[CH2:20][CH2:19][CH2:18][CH2:17]3)[CH2:25][CH2:26]2)[N:12]=1)([CH3:4])([CH3:3])[CH3:2]. Given the reactants [C:1]([O:5][C:6](=[O:15])[NH:7][C:8]1[S:9][CH:10]=[C:11]([CH:13]=O)[N:12]=1)([CH3:4])([CH3:3])[CH3:2].[CH:16]1([NH:21][C:22]([CH:24]2[CH2:29][CH2:28][NH:27][CH2:26][CH2:25]2)=[O:23])[CH2:20][CH2:19][CH2:18][CH2:17]1, predict the reaction product. (4) Given the reactants [Na].N#N.C(O[C:7]([C:9]1[C:10]([N:17]([CH2:27][CH2:28][C:29]([O:31][CH2:32][CH3:33])=[O:30])[C:18]2[CH:19]=[C:20]3[C:24](=[CH:25][CH:26]=2)[CH2:23][CH2:22][CH2:21]3)=[N:11][C:12]([S:15][CH3:16])=[N:13][CH:14]=1)=[O:8])C.CC(C)([O-])C.[Na+].Cl, predict the reaction product. The product is: [CH2:32]([O:31][C:29]([CH:28]1[CH2:27][N:17]([C:18]2[CH:19]=[C:20]3[C:24](=[CH:25][CH:26]=2)[CH2:23][CH2:22][CH2:21]3)[C:10]2[N:11]=[C:12]([S:15][CH3:16])[N:13]=[CH:14][C:9]=2[C:7]1=[O:8])=[O:30])[CH3:33]. (5) Given the reactants CC(C[AlH]CC(C)C)C.ClCCl.[CH2:13]([O:19][C:20]1[C:25]([CH:26]([CH3:28])[CH3:27])=[CH:24][C:23]([CH:29]([CH3:31])[CH3:30])=[CH:22][C:21]=1/[C:32](/[CH3:36])=[CH:33]\[C:34]#N)[CH2:14][CH2:15][CH2:16][CH2:17][CH3:18].C(C(C(C([O-])=O)O)O)([O-])=[O:38].[K+].[Na+], predict the reaction product. The product is: [CH2:13]([O:19][C:20]1[C:25]([CH:26]([CH3:28])[CH3:27])=[CH:24][C:23]([CH:29]([CH3:31])[CH3:30])=[CH:22][C:21]=1/[C:32](/[CH3:36])=[CH:33]\[CH:34]=[O:38])[CH2:14][CH2:15][CH2:16][CH2:17][CH3:18]. (6) Given the reactants Br[CH:2]([CH3:15])[C:3]([C:5]1[CH:10]=[CH:9][C:8]([C:11]([F:14])([F:13])[F:12])=[CH:7][CH:6]=1)=O.[NH2:16][C:17]1[N:22]=[CH:21][CH:20]=[CH:19][N:18]=1.C(=O)(O)[O-].[Na+], predict the reaction product. The product is: [CH3:15][C:2]1[N:16]=[C:17]2[N:22]=[CH:21][CH:20]=[CH:19][N:18]2[C:3]=1[C:5]1[CH:10]=[CH:9][C:8]([C:11]([F:14])([F:13])[F:12])=[CH:7][CH:6]=1.